Dataset: Peptide-MHC class II binding affinity with 134,281 pairs from IEDB. Task: Regression. Given a peptide amino acid sequence and an MHC pseudo amino acid sequence, predict their binding affinity value. This is MHC class II binding data. (1) The peptide sequence is ESESNILDIDLRPAS. The MHC is DRB1_0301 with pseudo-sequence DRB1_0301. The binding affinity (normalized) is 0.733. (2) The peptide sequence is SGHAFGAMAKKGDEQ. The MHC is HLA-DPA10103-DPB10401 with pseudo-sequence HLA-DPA10103-DPB10401. The binding affinity (normalized) is 0.108. (3) The peptide sequence is LEKLKAKIMRSERPQ. The MHC is DRB1_0101 with pseudo-sequence DRB1_0101. The binding affinity (normalized) is 0.348.